This data is from Reaction yield outcomes from USPTO patents with 853,638 reactions. The task is: Predict the reaction yield, written as a fraction of the theoretical maximum amount of product (1.0 means a 100% yield; for example, 0.34 means a 34% yield). (1) The reactants are [F:1][C:2]1[CH:3]=[C:4]([C:20]2[C:21]([C:26]#[N:27])=[CH:22][CH:23]=[CH:24][CH:25]=2)[CH:5]=[CH:6][C:7]=1[CH2:8][C:9]1[C:14](=[O:15])[NH:13][C:12]([CH3:16])=[N:11][C:10]=1[CH2:17][CH2:18][CH3:19].[CH:28]([O:31][C:32]1[CH:37]=[CH:36][C:35](B(O)O)=[CH:34][CH:33]=1)([CH3:30])[CH3:29].N1C=CC=CC=1.C(N(CC)CC)C. The catalyst is C(OCC)(=O)C.C([O-])(=O)C.[Cu+2].C([O-])(=O)C.ClCCl. The product is [F:1][C:2]1[CH:3]=[C:4]([C:20]2[C:21]([C:26]#[N:27])=[CH:22][CH:23]=[CH:24][CH:25]=2)[CH:5]=[CH:6][C:7]=1[CH2:8][C:9]1[C:14](=[O:15])[N:13]([C:35]2[CH:36]=[CH:37][C:32]([O:31][CH:28]([CH3:30])[CH3:29])=[CH:33][CH:34]=2)[C:12]([CH3:16])=[N:11][C:10]=1[CH2:17][CH2:18][CH3:19]. The yield is 0.420. (2) The reactants are BrC(Br)(Br)Br.CCN([CH:12]([CH3:14])C)C(C)C.[CH3:15][N:16]([CH3:39])[C:17]([C:19]1[N:23]([C:24]2[CH:29]=[CH:28][C:27]([O:30][CH3:31])=[CH:26][CH:25]=2)[C:22]([C:32]([O:34][CH2:35][CH3:36])=[O:33])=[C:21]([OH:37])[C:20]=1[OH:38])=[O:18].[P:40]([O-:47])([O:44][CH2:45][CH3:46])[O:41][CH2:42][CH3:43]. The catalyst is CN(C1C=CN=CC=1)C.CC#N. The product is [CH2:42]([O:41][P:40]([O:37][C:21]1[C:20]([O:38][P:40]([O:47][CH2:12][CH3:14])([O:41][CH2:42][CH3:43])=[O:44])=[C:19]([C:17](=[O:18])[N:16]([CH3:15])[CH3:39])[N:23]([C:24]2[CH:25]=[CH:26][C:27]([O:30][CH3:31])=[CH:28][CH:29]=2)[C:22]=1[C:32]([O:34][CH2:35][CH3:36])=[O:33])([O:44][CH2:45][CH3:46])=[O:47])[CH3:43]. The yield is 0.220. (3) The reactants are [OH:1][C:2]1[CH:14]=[CH:13][C:5]2[CH:6]=[C:7]([C:9]([O:11][CH3:12])=[O:10])[O:8][C:4]=2[CH:3]=1.Cl[CH2:16][CH2:17][N:18]1[CH2:23][CH2:22][CH2:21][CH2:20][CH2:19]1.C([O-])([O-])=O.[K+].[K+]. The catalyst is CN(C=O)C.CC(C)=O.CCOC(C)=O. The product is [N:18]1([CH2:17][CH2:16][O:1][C:2]2[CH:14]=[CH:13][C:5]3[CH:6]=[C:7]([C:9]([O:11][CH3:12])=[O:10])[O:8][C:4]=3[CH:3]=2)[CH2:23][CH2:22][CH2:21][CH2:20][CH2:19]1. The yield is 0.600. (4) The reactants are [Cl:1][C:2]1[N:7]=[C:6]([NH:8][CH2:9][CH2:10][CH2:11][NH:12][S:13]([C:16]2[CH:21]=[CH:20][CH:19]=[C:18]([N+:22]([O-])=O)[CH:17]=2)(=[O:15])=[O:14])[C:5]([I:25])=[CH:4][N:3]=1.[OH-].[Na+]. The catalyst is O1CCCC1.Cl. The product is [NH2:22][C:18]1[CH:17]=[C:16]([S:13]([NH:12][CH2:11][CH2:10][CH2:9][NH:8][C:6]2[C:5]([I:25])=[CH:4][N:3]=[C:2]([Cl:1])[N:7]=2)(=[O:14])=[O:15])[CH:21]=[CH:20][CH:19]=1. The yield is 0.580. (5) The reactants are [C:1]([C:3]1[CH:4]=[N:5][CH:6]=[CH:7][CH:8]=1)#[N:2].[CH3:9][O:10][C:11]1[CH:17]=[CH:16][C:14]([NH2:15])=[CH:13][CH:12]=1.[K+].[Br-]. No catalyst specified. The product is [CH3:9][O:10][C:11]1[CH:17]=[CH:16][C:14]([NH:15][C:1]([C:3]2[CH:4]=[N:5][CH:6]=[CH:7][CH:8]=2)=[NH:2])=[CH:13][CH:12]=1. The yield is 0.628. (6) The reactants are [Cl:1][C:2]1[CH:3]=[C:4]([C:8]2[N:13]=[C:12]3[CH2:14][CH2:15][CH2:16][C:11]3=[C:10]([NH:17][C:18]3[CH:23]=[CH:22][C:21]([CH2:24][CH2:25][CH2:26][C:27]([O:29]C)=[O:28])=[CH:20][CH:19]=3)[CH:9]=2)[CH:5]=[CH:6][CH:7]=1.O.[OH-].[Li+].Cl. The catalyst is O. The product is [Cl:1][C:2]1[CH:3]=[C:4]([C:8]2[N:13]=[C:12]3[CH2:14][CH2:15][CH2:16][C:11]3=[C:10]([NH:17][C:18]3[CH:19]=[CH:20][C:21]([CH2:24][CH2:25][CH2:26][C:27]([OH:29])=[O:28])=[CH:22][CH:23]=3)[CH:9]=2)[CH:5]=[CH:6][CH:7]=1. The yield is 0.800.